Dataset: Catalyst prediction with 721,799 reactions and 888 catalyst types from USPTO. Task: Predict which catalyst facilitates the given reaction. (1) Reactant: [CH2:1]([O:3][C:4](=[O:18])[CH:5]([O:15][CH2:16][CH3:17])[CH2:6][C:7]1[CH:12]=[CH:11][C:10]([OH:13])=[C:9]([CH3:14])[CH:8]=1)[CH3:2].Cl[CH2:20][C:21]1[N:22]=[C:23]([C:26]2[CH:31]=[CH:30][C:29]([C:32]([F:35])([F:34])[F:33])=[CH:28][CH:27]=2)[S:24][CH:25]=1.FC(F)(F)C1C=CC(C(N)=S)=CC=1.ClCC(CCl)=O.C(=O)([O-])[O-].[Cs+].[Cs+]. Product: [CH2:1]([O:3][C:4](=[O:18])[CH:5]([O:15][CH2:16][CH3:17])[CH2:6][C:7]1[CH:12]=[CH:11][C:10]([O:13][CH2:20][C:21]2[N:22]=[C:23]([C:26]3[CH:27]=[CH:28][C:29]([C:32]([F:35])([F:33])[F:34])=[CH:30][CH:31]=3)[S:24][CH:25]=2)=[C:9]([CH3:14])[CH:8]=1)[CH3:2]. The catalyst class is: 10. (2) Reactant: O.ON1C2C=CC=CC=2N=N1.Cl.CN(C)CCCN=C=NCC.[CH3:24][C:25]1([CH3:44])[CH2:38][C:37]2[S:36][C:35]3[C:30](=[CH:31][CH:32]=[C:33]([CH2:39][C:40]([OH:42])=O)[CH:34]=3)[C:29](=[O:43])[C:28]=2[CH2:27][CH2:26]1.[CH2:45]([NH:49][CH3:50])[CH:46]([CH3:48])[CH3:47]. Product: [CH3:44][C:25]1([CH3:24])[CH2:38][C:37]2[S:36][C:35]3[C:30](=[CH:31][CH:32]=[C:33]([CH2:39][C:40]([N:49]([CH2:45][CH:46]([CH3:48])[CH3:47])[CH3:50])=[O:42])[CH:34]=3)[C:29](=[O:43])[C:28]=2[CH2:27][CH2:26]1. The catalyst class is: 4. (3) Reactant: I[C:2]1[CH:7]=[CH:6][C:5]([C@@H:8]2[CH2:12][CH2:11][C:10](=[O:13])[CH2:9]2)=[CH:4][CH:3]=1.[CH:14]([S:16]([N:19]1[CH2:24][CH2:23][O:22][CH2:21][CH2:20]1)(=[O:18])=[O:17])=[CH2:15].C1(C)C=CC=CC=1P(C1C=CC=CC=1C)C1C=CC=CC=1C.CC([O-])=O.[Na+]. Product: [N:19]1([S:16]([CH:14]=[CH:15][C:2]2[CH:7]=[CH:6][C:5]([C@@H:8]3[CH2:12][CH2:11][C:10](=[O:13])[CH2:9]3)=[CH:4][CH:3]=2)(=[O:18])=[O:17])[CH2:20][CH2:21][O:22][CH2:23][CH2:24]1. The catalyst class is: 416. (4) Reactant: C[O:2][C:3]1[C:10]([O:11]C)=[C:9]([O:13][CH3:14])[CH:8]=[CH:7][C:4]=1[CH:5]=[O:6].B(Cl)(Cl)Cl.C(=O)(O)[O-].[Na+].Cl. Product: [OH:2][C:3]1[C:10]([OH:11])=[C:9]([O:13][CH3:14])[CH:8]=[CH:7][C:4]=1[CH:5]=[O:6]. The catalyst class is: 4. (5) Reactant: [CH:1]1([N:4]([CH2:39][C:40]2[CH:45]=[C:44]([CH2:46][CH2:47][CH2:48][O:49][CH3:50])[CH:43]=[C:42]([OH:51])[CH:41]=2)[C:5]([C@@H:7]2[C@@H:12]([C:13]3[CH:18]=[CH:17][C:16]([O:19][CH2:20][CH2:21][O:22][C:23]4[C:28]([Cl:29])=[CH:27][C:26]([CH3:30])=[CH:25][C:24]=4[Cl:31])=[CH:15][CH:14]=3)[CH2:11][CH2:10][N:9]([C:32]([O:34][C:35]([CH3:38])([CH3:37])[CH3:36])=[O:33])[CH2:8]2)=[O:6])[CH2:3][CH2:2]1.CS(O[CH2:57][C:58]1([CH2:61][C:62]#[N:63])[CH2:60][CH2:59]1)(=O)=O.C(=O)([O-])[O-].[Cs+].[Cs+]. Product: [C:62]([CH2:61][C:58]1([CH2:57][O:51][C:42]2[CH:41]=[C:40]([CH:45]=[C:44]([CH2:46][CH2:47][CH2:48][O:49][CH3:50])[CH:43]=2)[CH2:39][N:4]([CH:1]2[CH2:3][CH2:2]2)[C:5]([C@@H:7]2[C@@H:12]([C:13]3[CH:14]=[CH:15][C:16]([O:19][CH2:20][CH2:21][O:22][C:23]4[C:28]([Cl:29])=[CH:27][C:26]([CH3:30])=[CH:25][C:24]=4[Cl:31])=[CH:17][CH:18]=3)[CH2:11][CH2:10][N:9]([C:32]([O:34][C:35]([CH3:38])([CH3:37])[CH3:36])=[O:33])[CH2:8]2)=[O:6])[CH2:60][CH2:59]1)#[N:63]. The catalyst class is: 215. (6) Reactant: [N:1]1([C:7]2[CH:8]=[CH:9][C:10]3[N:11]([C:13]([C:16]([F:19])([F:18])[F:17])=[N:14][N:15]=3)[N:12]=2)[CH2:6][CH2:5][NH:4][CH2:3][CH2:2]1.[C:20]([O:24][C:25](=[O:35])[NH:26][C:27]1[CH:32]=[CH:31][C:30]([CH:33]=O)=[CH:29][CH:28]=1)([CH3:23])([CH3:22])[CH3:21]. Product: [F:19][C:16]([F:17])([F:18])[C:13]1[N:11]2[N:12]=[C:7]([N:1]3[CH2:2][CH2:3][N:4]([CH2:33][C:30]4[CH:29]=[CH:28][C:27]([NH:26][C:25](=[O:35])[O:24][C:20]([CH3:22])([CH3:21])[CH3:23])=[CH:32][CH:31]=4)[CH2:5][CH2:6]3)[CH:8]=[CH:9][C:10]2=[N:15][N:14]=1. The catalyst class is: 676. (7) Reactant: [C:1]1(B(O)O)[CH:6]=[CH:5][CH:4]=[CH:3][CH:2]=1.Cl[C:11]1[C:15]([N+:16]([O-:18])=[O:17])=[CH:14][N:13]([C:19]2[CH:20]=[N:21][CH:22]=[CH:23][CH:24]=2)[N:12]=1.C(O)C.C(=O)([O-])[O-].[K+].[K+]. Product: [N+:16]([C:15]1[C:11]([C:1]2[CH:6]=[CH:5][CH:4]=[CH:3][CH:2]=2)=[N:12][N:13]([C:19]2[CH:20]=[N:21][CH:22]=[CH:23][CH:24]=2)[CH:14]=1)([O-:18])=[O:17]. The catalyst class is: 109. (8) The catalyst class is: 4. Reactant: [NH2:1][C:2]1[CH:28]=[C:27]([N:29]2[CH2:34][CH2:33][N:32]([CH3:35])[CH2:31][CH2:30]2)[CH:26]=[CH:25][C:3]=1[C:4]([NH:6][C:7]1[C:15]2[C:10](=[CH:11][CH:12]=[C:13]([S:16]([C:19]3[CH:24]=[CH:23][CH:22]=[CH:21][CH:20]=3)(=[O:18])=[O:17])[CH:14]=2)[NH:9][N:8]=1)=[O:5].C(N(CC)C(C)C)(C)C.[NH:45]1[CH:49]=[CH:48][CH:47]=[C:46]1[C:50](Cl)=[O:51]. Product: [C:19]1([S:16]([C:13]2[CH:14]=[C:15]3[C:10](=[CH:11][CH:12]=2)[NH:9][N:8]=[C:7]3[NH:6][C:4]([C:3]2[CH:25]=[CH:26][C:27]([N:29]3[CH2:30][CH2:31][N:32]([CH3:35])[CH2:33][CH2:34]3)=[CH:28][C:2]=2[NH:1][C:50]([C:46]2[NH:45][CH:49]=[CH:48][CH:47]=2)=[O:51])=[O:5])(=[O:18])=[O:17])[CH:20]=[CH:21][CH:22]=[CH:23][CH:24]=1. (9) Reactant: C(OC[N:10]1[C:14]2[CH:15]=[N:16][NH:17][C:18](=[O:19])[C:13]=2[C:12]([CH2:20][C:21]2[CH:26]=[CH:25][CH:24]=[CH:23][C:22]=2[F:27])=[C:11]1[C:28]1[CH:33]=[CH:32][C:31]([O:34][CH:35]([F:37])[F:36])=[C:30]([O:38][CH:39]2[CH2:41][CH2:40]2)[CH:29]=1)C1C=CC=CC=1.Cl.[H][H]. Product: [CH:39]1([O:38][C:30]2[CH:29]=[C:28]([C:11]3[NH:10][C:14]4[CH:15]=[N:16][NH:17][C:18](=[O:19])[C:13]=4[C:12]=3[CH2:20][C:21]3[CH:26]=[CH:25][CH:24]=[CH:23][C:22]=3[F:27])[CH:33]=[CH:32][C:31]=2[O:34][CH:35]([F:37])[F:36])[CH2:41][CH2:40]1. The catalyst class is: 63.